This data is from Reaction yield outcomes from USPTO patents with 853,638 reactions. The task is: Predict the reaction yield, written as a fraction of the theoretical maximum amount of product (1.0 means a 100% yield; for example, 0.34 means a 34% yield). (1) The reactants are [C:1](=[O:4])([O-])O.[Na+].[NH2:6][C:7]1[CH:16]=[CH:15][CH:14]=[C:13]2[C:8]=1[CH:9]=[CH:10][CH:11]=[C:12]2[OH:17].C(Cl)(Cl)=O.[C:22]([C:26]1[CH:33]=[CH:32][C:29]([CH2:30][NH2:31])=[CH:28][CH:27]=1)([CH3:25])([CH3:24])[CH3:23]. The catalyst is C(Cl)Cl. The product is [C:22]([C:26]1[CH:27]=[CH:28][C:29]([CH2:30][NH:31][C:1]([NH:6][C:7]2[C:8]3[C:13](=[C:12]([OH:17])[CH:11]=[CH:10][CH:9]=3)[CH:14]=[CH:15][CH:16]=2)=[O:4])=[CH:32][CH:33]=1)([CH3:25])([CH3:23])[CH3:24]. The yield is 0.143. (2) The reactants are [Cl:1][C:2]1[CH:7]=[CH:6][C:5]([OH:8])=[CH:4][CH:3]=1.ClC(Cl)(O[C:13](=[O:19])OC(Cl)(Cl)Cl)Cl.CCN(C(C)C)C(C)C.[NH:30]1[CH2:33][CH:32]([C:34]([N:36]2[CH2:42][CH2:41][CH2:40][N:39]([CH:43]3[CH2:46][CH2:45][CH2:44]3)[CH2:38][CH2:37]2)=[O:35])[CH2:31]1. The catalyst is ClCCCl.C(Cl)Cl.O. The product is [CH:43]1([N:39]2[CH2:40][CH2:41][CH2:42][N:36]([C:34]([CH:32]3[CH2:31][N:30]([C:13]([O:8][C:5]4[CH:6]=[CH:7][C:2]([Cl:1])=[CH:3][CH:4]=4)=[O:19])[CH2:33]3)=[O:35])[CH2:37][CH2:38]2)[CH2:46][CH2:45][CH2:44]1. The yield is 0.00200. (3) The catalyst is C(Cl)Cl.C(OCC)(=O)C. The product is [Cl:1][C:2]1[CH:3]=[C:4]([CH:23]=[CH:24][C:25]=1[Cl:26])[CH2:5][CH:6]1[C:15]2[CH:14]=[C:13]([OH:16])[CH:12]=[CH:11][C:10]=2[CH2:9][CH2:8][CH:7]1[N:18]1[CH2:19][CH2:20][CH2:21][CH2:22]1. The yield is 0.780. The reactants are [Cl:1][C:2]1[CH:3]=[C:4]([CH:23]=[CH:24][C:25]=1[Cl:26])[CH2:5][CH:6]1[C:15]2[C:10](=[CH:11][CH:12]=[C:13]([O:16]C)[CH:14]=2)[CH2:9][CH2:8][CH:7]1[N:18]1[CH2:22][CH2:21][CH2:20][CH2:19]1.B(Br)(Br)Br. (4) The yield is 0.630. No catalyst specified. The reactants are FC1C=CC=CC=1NC(=S)NC1C=CC(C2C=C3C(=CC=2)C(=O)N([C@@H](C(C)C)C(O)=O)C3)=CC=1.[CH3:35][O:36][C:37]1[CH:42]=[CH:41][C:40]([NH:43][C:44](=[S:70])[NH:45][C:46]2[CH:51]=[CH:50][C:49]([C:52]3[CH:53]=[C:54]4[C:58](=[CH:59][CH:60]=3)[C:57](=[O:61])[N:56]([C@@H:62]([CH:67]([CH3:69])[CH3:68])[C:63]([O:65]C)=[O:64])[CH2:55]4)=[CH:48][CH:47]=2)=[CH:39][CH:38]=1. The product is [CH3:35][O:36][C:37]1[CH:42]=[CH:41][C:40]([NH:43][C:44](=[S:70])[NH:45][C:46]2[CH:47]=[CH:48][C:49]([C:52]3[CH:53]=[C:54]4[C:58](=[CH:59][CH:60]=3)[C:57](=[O:61])[N:56]([C@@H:62]([CH:67]([CH3:68])[CH3:69])[C:63]([OH:65])=[O:64])[CH2:55]4)=[CH:50][CH:51]=2)=[CH:39][CH:38]=1. (5) The reactants are [CH3:1][O:2][C:3]1[CH:8]=[C:7]([N+:9]([O-:11])=[O:10])[CH:6]=[CH:5][C:4]=1[N:12]=[C:13]=[O:14].[NH2:15][C:16]1[S:17][C:18]([C:21]([F:24])([F:23])[F:22])=[N:19][N:20]=1. The catalyst is CN(C1C=CN=CC=1)C.C1COCC1. The product is [CH3:1][O:2][C:3]1[CH:8]=[C:7]([N+:9]([O-:11])=[O:10])[CH:6]=[CH:5][C:4]=1[NH:12][C:13]([NH:15][C:16]1[S:17][C:18]([C:21]([F:24])([F:23])[F:22])=[N:19][N:20]=1)=[O:14]. The yield is 0.770. (6) The reactants are [CH2:1]([O:3][C:4]1[CH:5]=[C:6]([CH:9]=[C:10]([O:13][CH2:14][CH3:15])[C:11]=1I)[CH:7]=[O:8])[CH3:2].[F:16][C:17]1[CH:22]=[CH:21][C:20](B(O)O)=[CH:19][CH:18]=1.[O-]P([O-])([O-])=O.[K+].[K+].[K+].C1(P(C2CCCCC2)C2CCCCC2)CCCCC1.O=O. The catalyst is C1(C)C=CC=CC=1.C([O-])(=O)C.[Pd+2].C([O-])(=O)C.O. The product is [CH2:1]([O:3][C:4]1[CH:5]=[C:6]([CH:7]=[O:8])[CH:9]=[C:10]([O:13][CH2:14][CH3:15])[C:11]=1[C:20]1[CH:21]=[CH:22][C:17]([F:16])=[CH:18][CH:19]=1)[CH3:2]. The yield is 0.830. (7) The reactants are [Cl:1][C:2]1[N:7]=[N:6][C:5]([NH2:8])=[CH:4][CH:3]=1.Br[CH2:10][C:11](OC)(OC)[CH3:12]. The catalyst is CC#N. The product is [Cl:1][C:2]1[CH:3]=[CH:4][C:5]2[N:6]([CH:10]=[C:11]([CH3:12])[N:8]=2)[N:7]=1. The yield is 0.160.